This data is from Reaction yield outcomes from USPTO patents with 853,638 reactions. The task is: Predict the reaction yield, written as a fraction of the theoretical maximum amount of product (1.0 means a 100% yield; for example, 0.34 means a 34% yield). The reactants are [CH3:1][C:2]([O:5][C:6]([NH:8][C@@H:9]1[C@H:14]([NH2:15])[CH2:13][CH2:12][CH2:11][CH2:10]1)=[O:7])([CH3:4])[CH3:3].C(=O)([O-])[O-].[K+].[K+].Br[CH2:23][CH2:24][CH2:25][CH2:26]Br. The catalyst is C(#N)C. The product is [C:2]([O:5][C:6](=[O:7])[NH:8][C@@H:9]1[CH2:10][CH2:11][CH2:12][CH2:13][C@@H:14]1[N:15]1[CH2:26][CH2:25][CH2:24][CH2:23]1)([CH3:1])([CH3:3])[CH3:4]. The yield is 0.880.